This data is from Forward reaction prediction with 1.9M reactions from USPTO patents (1976-2016). The task is: Predict the product of the given reaction. (1) Given the reactants C(=O)([O-])[O-].[K+].[K+].[Cl:7][C:8]1[CH:35]=[CH:34][C:11]([CH2:12][N:13]2[CH:17]=[C:16]([C:18]3[C:26]4[C:21](=[N:22][CH:23]=[CH:24][CH:25]=4)[N:20](C(OC(C)(C)C)=O)[CH:19]=3)[N:15]=[N:14]2)=[CH:10][CH:9]=1, predict the reaction product. The product is: [Cl:7][C:8]1[CH:9]=[CH:10][C:11]([CH2:12][N:13]2[CH:17]=[C:16]([C:18]3[C:26]4[C:21](=[N:22][CH:23]=[CH:24][CH:25]=4)[NH:20][CH:19]=3)[N:15]=[N:14]2)=[CH:34][CH:35]=1. (2) Given the reactants [C:1]1([S:7]([N:10]2[C:14]3=[N:15][CH:16]=[CH:17][CH:18]=[C:13]3[CH:12]=[C:11]2[CH:19]([C:21]2[CH:26]=[CH:25][C:24]([S:27][CH3:28])=[CH:23][CH:22]=2)[OH:20])(=[O:9])=[O:8])[CH:6]=[CH:5][CH:4]=[CH:3][CH:2]=1.CC(OI1(OC(C)=O)(OC(C)=O)OC(=O)C2C=CC=CC1=2)=O, predict the reaction product. The product is: [C:1]1([S:7]([N:10]2[C:14]3=[N:15][CH:16]=[CH:17][CH:18]=[C:13]3[CH:12]=[C:11]2[C:19]([C:21]2[CH:22]=[CH:23][C:24]([S:27][CH3:28])=[CH:25][CH:26]=2)=[O:20])(=[O:9])=[O:8])[CH:2]=[CH:3][CH:4]=[CH:5][CH:6]=1. (3) Given the reactants [O:1]=[C:2]1[C:11]([C:12]([OH:14])=[O:13])=[CH:10][C:9]2[CH2:8][CH2:7][CH2:6][CH2:5][C:4]=2[NH:3]1.S(Cl)(Cl)=O.[CH3:19]O, predict the reaction product. The product is: [O:1]=[C:2]1[C:11]([C:12]([O:14][CH3:19])=[O:13])=[CH:10][C:9]2[CH2:8][CH2:7][CH2:6][CH2:5][C:4]=2[NH:3]1. (4) Given the reactants [NH:1]1[CH:5]=[CH:4][CH:3]=[N:2]1.[Li:6][S:7]([O:10][C:11]([F:14])([F:13])[F:12])(=[O:9])=[O:8], predict the reaction product. The product is: [NH:1]1[CH:5]=[CH:4][CH:3]=[N:2]1.[Li:6][S:7]([O:10][C:11]([F:14])([F:13])[F:12])(=[O:9])=[O:8]. (5) Given the reactants [N+:1]([C:4]1[CH:5]=[C:6]([CH:8]=[CH:9][CH:10]=1)[NH2:7])([O-:3])=[O:2].[C:11]([O:15][C:16]([N:18]1[CH2:21][CH:20]([C:22](O)=[O:23])[CH2:19]1)=[O:17])([CH3:14])([CH3:13])[CH3:12].C(Cl)CCl.Cl, predict the reaction product. The product is: [N+:1]([C:4]1[CH:5]=[C:6]([NH:7][C:22]([CH:20]2[CH2:21][N:18]([C:16]([O:15][C:11]([CH3:14])([CH3:13])[CH3:12])=[O:17])[CH2:19]2)=[O:23])[CH:8]=[CH:9][CH:10]=1)([O-:3])=[O:2]. (6) Given the reactants [CH3:1][O:2][C:3]([N:5]1[C@@H:13]2[C@@H:8]([C@@:9]([OH:23])([C:14]#[C:15][C:16]3[CH:17]=[C:18]([CH3:22])[CH:19]=[CH:20][CH:21]=3)[CH2:10][CH2:11][CH2:12]2)[CH2:7][CH2:6]1)=[O:4].[C:24](O)(=[O:38])[CH2:25][CH2:26][CH2:27][CH2:28][CH2:29][CH2:30][CH2:31][CH2:32][CH2:33][CH2:34][CH2:35][CH2:36][CH3:37], predict the reaction product. The product is: [CH3:1][O:2][C:3]([N:5]1[C@H:13]2[C@H:8]([C@:9]([O:23][C:24](=[O:38])[CH2:25][CH2:26][CH2:27][CH2:28][CH2:29][CH2:30][CH2:31][CH2:32][CH2:33][CH2:34][CH2:35][CH2:36][CH3:37])([C:14]#[C:15][C:16]3[CH:17]=[C:18]([CH3:22])[CH:19]=[CH:20][CH:21]=3)[CH2:10][CH2:11][CH2:12]2)[CH2:7][CH2:6]1)=[O:4]. (7) Given the reactants [N:1]1[C:9]2[C:4](=[N:5][CH:6]=[CH:7][CH:8]=2)[N:3]([C:10]2[CH:20]=[CH:19][C:13]([C:14]([O:16]CC)=O)=[CH:12][CH:11]=2)[CH:2]=1.[F:21][C:22]1[CH:27]=[CH:26][C:25]([N:28]2[CH2:33][CH2:32][NH:31][CH2:30][CH2:29]2)=[C:24]([O:34][CH3:35])[CH:23]=1, predict the reaction product. The product is: [F:21][C:22]1[CH:27]=[CH:26][C:25]([N:28]2[CH2:29][CH2:30][N:31]([C:14]([C:13]3[CH:12]=[CH:11][C:10]([N:3]4[C:4]5=[N:5][CH:6]=[CH:7][CH:8]=[C:9]5[N:1]=[CH:2]4)=[CH:20][CH:19]=3)=[O:16])[CH2:32][CH2:33]2)=[C:24]([O:34][CH3:35])[CH:23]=1. (8) Given the reactants [C:1]1([C:7]2[N:8]=[CH:9][NH:10][CH:11]=2)[CH:6]=[CH:5][CH:4]=[CH:3][CH:2]=1.[I:12]N1C(=O)CCC1=O, predict the reaction product. The product is: [I:12][C:11]1[NH:10][CH:9]=[N:8][C:7]=1[C:1]1[CH:2]=[CH:3][CH:4]=[CH:5][CH:6]=1.